Dataset: Peptide-MHC class II binding affinity with 134,281 pairs from IEDB. Task: Regression. Given a peptide amino acid sequence and an MHC pseudo amino acid sequence, predict their binding affinity value. This is MHC class II binding data. (1) The peptide sequence is AGLLRLLFHDCFANG. The MHC is DRB3_0202 with pseudo-sequence DRB3_0202. The binding affinity (normalized) is 0.417. (2) The peptide sequence is VDRDTARRHLAEGKV. The MHC is DRB3_0101 with pseudo-sequence DRB3_0101. The binding affinity (normalized) is 0. (3) The peptide sequence is FTNFKVAYSKSLKEL. The MHC is DRB1_1101 with pseudo-sequence DRB1_1101. The binding affinity (normalized) is 0.647. (4) The peptide sequence is FVNCIQRRTLDLLKY. The MHC is DRB1_0101 with pseudo-sequence DRB1_0101. The binding affinity (normalized) is 0.787. (5) The peptide sequence is NLWKMKTGRRGSANG. The MHC is HLA-DQA10201-DQB10301 with pseudo-sequence HLA-DQA10201-DQB10301. The binding affinity (normalized) is 0.562.